From a dataset of Experimentally validated miRNA-target interactions with 360,000+ pairs, plus equal number of negative samples. Binary Classification. Given a miRNA mature sequence and a target amino acid sequence, predict their likelihood of interaction. (1) The miRNA is rno-miR-139-5p with sequence UCUACAGUGCACGUGUCUCCAG. The protein sequence of the target gene is MKPHLKQWRQRMLFGIFAWGLLFLLIFIYFTDSNPAEPVPSSLSFLETRRLLPVQGKQRAIMGAAHEPSPPGGLDARQALPRAHPAGSFHAGPGDLQKWAQSQDGFEHKEFFSSQVGRKSQSAFYPEDDDYFFAAGQPGWHSHTQGTLGFPSPGEPGPREGAFPAAQVQRRRVKKRHRRQRRSHVLEEGDDGDRLYSSMSRAFLYRLWKGNVSSKMLNPRLQKAMKDYLTANKHGVRFRGKREAGLSRAQLLCQLRSRARVRTLDGTEAPFSALGWRRLVPAVPLSQLHPRGLRSCAVVM.... Result: 0 (no interaction). (2) The miRNA is cel-miR-57-5p with sequence UACCCUGUAGAUCGAGCUGUGUGU. The protein sequence of the target gene is MSGLDGGNKLPLAQTGGLAAPDHASGDPDRDQCQGLREETEATQVMANTGGGSLETVAEGGASQDPVDCGPALRVPVAGSRGGAATKAGQEDAPPSTKGLEAASAAEAADSSQKNGCQLGEPRGPAGQKALEACGAGGLGSQMIPGKKAKEVTTKKRAISAAVEKEGEAGAAMEEKKVVQKEKKVAGGVKEETRPRAPKINNCMDSLEAIDQELSNVNAQADRAFLQLERKFGRMRRLHMQRRSFIIQNIPGFWVTAFRNHPQLSPMISGQDEDMLRYMINLEVEELKHPRAGCKFKFIF.... Result: 0 (no interaction). (3) The miRNA is hsa-miR-1224-3p with sequence CCCCACCUCCUCUCUCCUCAG. The protein sequence of the target gene is MNQPGGAAAPQADGASAAGRKSTASRERLKRSQKSTKVEGPEPVPAEASLSAEQGTMTEVKVKTELPDDYIQEVIWQGEAKEEKKAVSKDGTSDVPAEICVVIGGVRNQQTLDGKAPEGSPHGGSVRSRYSGTWIFDQALRYASGSYECGICGKKYKYYNCFQTHVRAHRDTEATSGEGASQSNNFRYTCDICGKKYKYYSCFQEHRDLHAVDVFSVEGAPENRADPFDQGVVATDEVKEEPPEPFQKIGPKTGNYTCEFCGKQYKYYTPYQEHVALHAPISTAPGWEPPDDPDTGSECS.... Result: 1 (interaction). (4) The miRNA is hsa-miR-1295a with sequence UUAGGCCGCAGAUCUGGGUGA. The protein sequence of the target gene is MDWGTLQTILGGVNKHSTSIGKIWLTVLFIFRIMILVVAAKEVWGDEQADFVCNTLQPGCKNVCYDHYFPISHIRLWALQLIFVSTPALLVAMHVAYRRHEKKRKFIKGEIKSEFKDIEEIKTQKVRIEGSLWWTYTSSIFFRVIFEAAFMYVFYVMYDGFSMQRLVKCNAWPCPNTVDCFVSRPTEKTVFTVFMIAVSGICILLNVTELCYLLIRYCSGKSKKPV. Result: 1 (interaction). (5) The miRNA is mmu-miR-150-5p with sequence UCUCCCAACCCUUGUACCAGUG. Result: 1 (interaction). The protein sequence of the target gene is MQLSQQLDLFPECRVTLLLFKDVKNAGDLRKKAMEGSIDGSLINPNVIVDPFQILVAANKAVHLHRLGKMKTRTLSTEIIFNLSPNNNISEALKKFGISETNTSVLIVYIEDGSKQVPQEHLVSQVEGQQVPLESLPEITRLSEVKKIYKLSSQEERIGTLLDAIICRMSTKDVL. (6) The miRNA is hsa-miR-6759-5p with sequence UUGUGGGUGGGCAGAAGUCUGU. The protein sequence of the target gene is MMHFKSGLELTELQNMTVPEDDNVSNDSNDFTEVENGQINSKFISDRESRRSLTNSHLEKRKCDEYIPGTTSLGMSVFNLSNAIMGSGILGLAFALANTGILLFLILLTSVTLLSIYSINLLLICSKETGCMVYEKLGEQVFGTTGKLVIFGATSLQNTGAMLSYLFIVKNELPSAIKSLMGEEDAFSAWYVDGRVLVVMVTFGIILPLCLLKNLGYLGYTSGFSLSCMMFFLIVVIYKKFQTPCMSVEQNSTVSANVTDACTPKYVTFNSKTVYALPTIAFAFVCHPSVLPIYSELKDR.... Result: 0 (no interaction). (7) The miRNA is mmu-miR-297b-5p with sequence AUGUAUGUGUGCAUGAACAUGU. The protein sequence of the target gene is MAALAAPGLLSVRILGLRTAQVQLRRVHQSVATEGPSPSPSPSLSSTQSAVSKAGAGAVVPKLSHLPRSRAEYVVTKLDDLINWARRSSLWPMTFGLACCAVEMMHMAAPRYDMDRFGVVFRASPRQADVMIVAGTLTNKMAPALRKVYDQMPEPRYVVSMGSCANGGGYYHYSYSVVRGCDRIVPVDIYVPGCPPTAEALLYGILQLQRKIKREQKLKIWYRR. Result: 0 (no interaction). (8) The miRNA is hsa-miR-199b-3p with sequence ACAGUAGUCUGCACAUUGGUUA. The protein sequence of the target gene is MPKVVSRSVVCSDTRDREEYDDGEKPLHVYYCLCGQMVLVLDCQLEKLPMRPRDRSRVIDAAKHAHKFCNTEDEETTYLRRPEGIERQYRKKCAKCGLPLFYQSQPKNAPVTFIVDGAVVKFGQGFGKTNIYTQKQEPPKKVMMTKRTKDMGKFSSVTVSTIDEEEEEIEAREVADSYAQNAKVIEKQLERKGMSKRRLQELAELEAKKAKMKGTLIDNQFK. Result: 0 (no interaction).